Dataset: Full USPTO retrosynthesis dataset with 1.9M reactions from patents (1976-2016). Task: Predict the reactants needed to synthesize the given product. Given the product [CH3:39][N:35]1[C:34]2[C:40]([CH3:42])=[CH:41][C:31]([C:29]([C:25]3[N:26]=[CH:27][N:28]=[C:23]([N:15]4[CH2:16][CH2:17][CH:12]([N:9]5[CH2:10][CH2:11][C:5]6[CH:4]=[C:3]([O:2][CH3:1])[CH:21]=[CH:20][C:6]=6[NH:7][C:8]5=[O:19])[CH:13]([CH3:18])[CH2:14]4)[CH:24]=3)=[O:30])=[CH:32][C:33]=2[O:37][C:36]1=[O:38], predict the reactants needed to synthesize it. The reactants are: [CH3:1][O:2][C:3]1[CH:21]=[CH:20][C:6]2[NH:7][C:8](=[O:19])[N:9]([CH:12]3[CH2:17][CH2:16][NH:15][CH2:14][CH:13]3[CH3:18])[CH2:10][CH2:11][C:5]=2[CH:4]=1.Cl[C:23]1[N:28]=[CH:27][N:26]=[C:25]([C:29]([C:31]2[CH:41]=[C:40]([CH3:42])[C:34]3[N:35]([CH3:39])[C:36](=[O:38])[O:37][C:33]=3[CH:32]=2)=[O:30])[CH:24]=1.CO.